The task is: Regression. Given a peptide amino acid sequence and an MHC pseudo amino acid sequence, predict their binding affinity value. This is MHC class I binding data.. This data is from Peptide-MHC class I binding affinity with 185,985 pairs from IEDB/IMGT. (1) The peptide sequence is QMDSMEALEY. The MHC is HLA-A11:01 with pseudo-sequence HLA-A11:01. The binding affinity (normalized) is 0.388. (2) The peptide sequence is NPVPVGNIY. The binding affinity (normalized) is 0.162. The MHC is HLA-A29:02 with pseudo-sequence HLA-A29:02. (3) The peptide sequence is GEYNHVVAA. The MHC is HLA-B40:02 with pseudo-sequence HLA-B40:02. The binding affinity (normalized) is 0.714. (4) The MHC is HLA-A02:06 with pseudo-sequence HLA-A02:06. The binding affinity (normalized) is 0.508. The peptide sequence is AMIHKTYIDV. (5) The peptide sequence is QTEPKTSVV. The MHC is HLA-B15:01 with pseudo-sequence HLA-B15:01. The binding affinity (normalized) is 0.0847.